Dataset: Full USPTO retrosynthesis dataset with 1.9M reactions from patents (1976-2016). Task: Predict the reactants needed to synthesize the given product. (1) Given the product [CH3:6][C:7]1[C:12]([O:13][C:14]2[CH:19]=[CH:18][N:17]=[C:16]([NH:20][C:21]3[CH:26]=[CH:25][CH:24]=[C:23]([CH2:27][N:28]4[CH2:33][CH2:32][N:31]([S:2]([CH3:1])(=[O:4])=[O:3])[CH2:30][CH2:29]4)[CH:22]=3)[CH:15]=2)=[CH:11][CH:10]=[C:9]([CH3:34])[N:8]=1, predict the reactants needed to synthesize it. The reactants are: [CH3:1][S:2](Cl)(=[O:4])=[O:3].[CH3:6][C:7]1[C:12]([O:13][C:14]2[CH:19]=[CH:18][N:17]=[C:16]([NH:20][C:21]3[CH:26]=[CH:25][CH:24]=[C:23]([CH2:27][N:28]4[CH2:33][CH2:32][NH:31][CH2:30][CH2:29]4)[CH:22]=3)[CH:15]=2)=[CH:11][CH:10]=[C:9]([CH3:34])[N:8]=1.CCN(C(C)C)C(C)C. (2) Given the product [OH:3][CH2:4][C:6]1[O:10][C:9]([C:11]2[C:19]3[C:14](=[CH:15][CH:16]=[CH:17][CH:18]=3)[N:13]([CH2:20][CH2:21][C:22]3[CH:23]=[CH:24][CH:25]=[CH:26][CH:27]=3)[N:12]=2)=[CH:8][CH:7]=1, predict the reactants needed to synthesize it. The reactants are: C([O:3][C:4]([C:6]1[O:10][C:9]([C:11]2[C:19]3[C:14](=[CH:15][CH:16]=[CH:17][CH:18]=3)[N:13]([CH2:20][CH2:21][C:22]3[CH:27]=[CH:26][CH:25]=[CH:24][CH:23]=3)[N:12]=2)=[CH:8][CH:7]=1)=O)C.[H-].[Al+3].[Li+].[H-].[H-].[H-].C(=O)([O-])[O-].[K+].[K+]. (3) Given the product [NH2:1][CH2:4][C:5]1[CH:10]=[CH:9][C:8]([C:11]2[CH:12]=[CH:13][C:14](=[O:32])[N:15]([CH2:17][CH2:18][O:19][C:20]3[C:29]4[C:24](=[CH:25][C:26]([O:30][CH3:31])=[CH:27][CH:28]=4)[N:23]=[CH:22][CH:21]=3)[N:16]=2)=[CH:7][C:6]=1[Cl:33], predict the reactants needed to synthesize it. The reactants are: [N:1]([CH2:4][C:5]1[CH:10]=[CH:9][C:8]([C:11]2[CH:12]=[CH:13][C:14](=[O:32])[N:15]([CH2:17][CH2:18][O:19][C:20]3[C:29]4[C:24](=[CH:25][C:26]([O:30][CH3:31])=[CH:27][CH:28]=4)[N:23]=[CH:22][CH:21]=3)[N:16]=2)=[CH:7][C:6]=1[Cl:33])=[N+]=[N-].O.O.O.O.O.O.O.O.O.O.[S-2].[Na+].[Na+]. (4) Given the product [CH2:37]1[O:36][C:33]2[CH:34]=[CH:35][C:30]([C:27]3[S:26][C:25]([NH:24][C:21]([C:19]4[CH:18]=[CH:17][C:16]5[N:12]([CH2:11][CH2:10][CH2:9][NH2:8])[CH:13]=[N:14][C:15]=5[CH:20]=4)=[O:23])=[N:29][N:28]=3)=[CH:31][C:32]=2[O:38]1, predict the reactants needed to synthesize it. The reactants are: C(OC([NH:8][CH2:9][CH2:10][CH2:11][N:12]1[C:16]2[CH:17]=[CH:18][C:19]([C:21]([OH:23])=O)=[CH:20][C:15]=2[N:14]=[CH:13]1)=O)(C)(C)C.[NH2:24][C:25]1[S:26][C:27]([C:30]2[CH:35]=[CH:34][C:33]3[O:36][CH2:37][O:38][C:32]=3[CH:31]=2)=[N:28][N:29]=1.